Dataset: Cav3 T-type calcium channel HTS with 100,875 compounds. Task: Binary Classification. Given a drug SMILES string, predict its activity (active/inactive) in a high-throughput screening assay against a specified biological target. (1) The drug is Fc1ccc(CC2(N(CC3C2c2c(n(c(c2)C(=O)N(C)C)Cc2ncccc2)C3)C(=O)c2ccccc2)C(OC)=O)cc1. The result is 0 (inactive). (2) The compound is O1CCN(CC1)c1ccc(cc1)c1nn(nn1)CC(=O)Nc1c(cccc1)C. The result is 0 (inactive).